Dataset: Full USPTO retrosynthesis dataset with 1.9M reactions from patents (1976-2016). Task: Predict the reactants needed to synthesize the given product. (1) Given the product [CH3:5][NH:6][C:7]([C:9]1[C:13]2[CH:14]=[C:15]([O:23][CH3:24])[C:16]([N:18]([S:19]([CH3:22])(=[O:21])=[O:20])[CH3:35])=[CH:17][C:12]=2[O:11][C:10]=1[C:27]1[CH:28]=[CH:29][C:30]([F:33])=[CH:31][CH:32]=1)=[O:8], predict the reactants needed to synthesize it. The reactants are: B(Cl)(Cl)Cl.[CH3:5][NH:6][C:7]([C:9]1[C:13]2[CH:14]=[C:15]([O:23][CH:24](C)C)[C:16]([NH:18][S:19]([CH3:22])(=[O:21])=[O:20])=[CH:17][C:12]=2[O:11][C:10]=1[C:27]1[CH:32]=[CH:31][C:30]([F:33])=[CH:29][CH:28]=1)=[O:8].Cl[CH2:35]Cl. (2) The reactants are: Cl[C:2]1[C:11]2[C:6](=[CH:7][C:8]([O:20][CH3:21])=[CH:9][C:10]=2[O:12][CH:13]2[CH2:18][CH2:17][N:16]([CH3:19])[CH2:15][CH2:14]2)[N:5]=[CH:4][N:3]=1.[NH2:22][C:23]1[CH:28]=[CH:27][CH:26]=[C:25]([CH3:29])[CH:24]=1. Given the product [CH3:21][O:20][C:8]1[CH:7]=[C:6]2[C:11]([C:2]([NH:22][C:23]3[CH:28]=[CH:27][CH:26]=[C:25]([CH3:29])[CH:24]=3)=[N:3][CH:4]=[N:5]2)=[C:10]([O:12][CH:13]2[CH2:18][CH2:17][N:16]([CH3:19])[CH2:15][CH2:14]2)[CH:9]=1, predict the reactants needed to synthesize it. (3) Given the product [CH3:1][O:2][C:3]1[CH:12]=[CH:11][C:10]2[C:5](=[CH:6][CH:7]=[CH:8][CH:9]=2)[C:4]=1[C:13]([O:15][CH:22]([CH3:24])[CH3:23])=[O:14], predict the reactants needed to synthesize it. The reactants are: [CH3:1][O:2][C:3]1[CH:12]=[CH:11][C:10]2[C:5](=[CH:6][CH:7]=[CH:8][CH:9]=2)[C:4]=1[C:13]([OH:15])=[O:14].C(Cl)(=O)C(Cl)=O.[CH:22](O)([CH3:24])[CH3:23].N1C=CC=CC=1. (4) Given the product [Cl:1][C:2]1[C:10]([Cl:11])=[C:9]2[C:5]([CH2:6][C:7]([CH:14]3[CH2:18][CH2:17][CH2:16][CH2:15]3)([CH3:13])[C:8]2=[O:12])=[CH:4][C:3]=1[O:19][CH2:21][C:22]1[CH:23]=[CH:24][C:25]([N:28]2[CH:32]=[N:31][CH:30]=[N:29]2)=[CH:26][CH:27]=1, predict the reactants needed to synthesize it. The reactants are: [Cl:1][C:2]1[C:10]([Cl:11])=[C:9]2[C:5]([CH2:6][C:7]([CH:14]3[CH2:18][CH2:17][CH2:16][CH2:15]3)([CH3:13])[C:8]2=[O:12])=[CH:4][C:3]=1[OH:19].Br[CH2:21][C:22]1[CH:27]=[CH:26][C:25]([N:28]2[CH:32]=[N:31][CH:30]=[N:29]2)=[CH:24][CH:23]=1.C(=O)([O-])[O-].[Cs+].[Cs+]. (5) Given the product [CH3:1][C:2]1[N:12]=[C:11]([CH3:13])[CH:10]=[C:9]([C:14]2[CH:19]=[CH:18][C:17]([C:20]([F:23])([F:22])[F:21])=[CH:16][CH:15]=2)[C:3]=1[C:4]([OH:6])=[O:5], predict the reactants needed to synthesize it. The reactants are: [CH3:1][C:2]1[N:12]=[C:11]([CH3:13])[CH:10]=[C:9]([C:14]2[CH:19]=[CH:18][C:17]([C:20]([F:23])([F:22])[F:21])=[CH:16][CH:15]=2)[C:3]=1[C:4]([O:6]CC)=[O:5].[OH-].[Na+]. (6) The reactants are: Br[C:2]1[N:3]=[C:4]([C:7]([NH:9][C:10]2[CH:15]=[CH:14][CH:13]=[CH:12][C:11]=2[CH2:16][C:17]([O:19]C)=[O:18])=[O:8])[S:5][CH:6]=1.[F:21][C:22]1[CH:23]=[C:24]([CH:34]=[C:35](B2OC(C)(C)C(C)(C)O2)[CH:36]=1)[CH2:25][NH:26][C:27](=[O:33])[O:28][C:29]([CH3:32])([CH3:31])[CH3:30].[O-]P([O-])([O-])=O.[K+].[K+].[K+].C(Cl)Cl. Given the product [C:29]([O:28][C:27]([NH:26][CH2:25][C:24]1[CH:34]=[C:35]([C:2]2[N:3]=[C:4]([C:7]([NH:9][C:10]3[CH:15]=[CH:14][CH:13]=[CH:12][C:11]=3[CH2:16][C:17]([OH:19])=[O:18])=[O:8])[S:5][CH:6]=2)[CH:36]=[C:22]([F:21])[CH:23]=1)=[O:33])([CH3:32])([CH3:30])[CH3:31], predict the reactants needed to synthesize it. (7) Given the product [CH3:1][C:2]1[N:6]([CH:7]([CH3:9])[CH3:8])[C:5]([C:10]2[CH:15]=[CH:14][N:13]=[C:12]([NH:16][C@H:17]3[CH2:22][CH2:21][CH2:20][N:19]([S:23]([CH3:26])(=[O:25])=[O:24])[CH2:18]3)[N:11]=2)=[CH:4][N:3]=1, predict the reactants needed to synthesize it. The reactants are: [CH3:1][C:2]1[N:6]([CH:7]([CH3:9])[CH3:8])[C:5]([C:10]2[CH:15]=[CH:14][N:13]=[C:12]([NH:16][C@H:17]3[CH2:22][CH2:21][CH2:20][NH:19][CH2:18]3)[N:11]=2)=[CH:4][N:3]=1.[S:23](Cl)([CH3:26])(=[O:25])=[O:24].C([O-])(O)=O.[Na+]. (8) The reactants are: [Cl:1][C:2]1[CH:7]=[CH:6][C:5]([C@@H:8]([NH:12][S@@](C(C)(C)C)=O)[CH2:9][CH2:10][OH:11])=[C:4]([F:19])[C:3]=1[O:20][C:21]1[CH:26]=[CH:25][CH:24]=[CH:23][CH:22]=1. Given the product [ClH:1].[NH2:12][CH:8]([C:5]1[CH:6]=[CH:7][C:2]([Cl:1])=[C:3]([O:20][C:21]2[CH:22]=[CH:23][CH:24]=[CH:25][CH:26]=2)[C:4]=1[F:19])[CH2:9][CH2:10][OH:11], predict the reactants needed to synthesize it.